Dataset: TCR-epitope binding with 47,182 pairs between 192 epitopes and 23,139 TCRs. Task: Binary Classification. Given a T-cell receptor sequence (or CDR3 region) and an epitope sequence, predict whether binding occurs between them. The epitope is ELAGIGILTV. The TCR CDR3 sequence is CASSAGGGGQYF. Result: 1 (the TCR binds to the epitope).